Binary Classification. Given a miRNA mature sequence and a target amino acid sequence, predict their likelihood of interaction. From a dataset of Experimentally validated miRNA-target interactions with 360,000+ pairs, plus equal number of negative samples. The miRNA is hsa-miR-8086 with sequence UGCUAGUCUGGACUGAUAUGGU. The protein sequence of the target gene is MCSRVPLLLPLLLLLALGPGVQGCPSGCQCSQPQTVFCTARQGTTVPRDVPPDTVGLYVFENGITMLDAGSFAGLPGLQLLDLSQNQIASLPSGVFQPLANLSNLDLTANRLHEITNETFRGLRRLERLYLGKNRIRHIQPGAFDTLDRLLELKLQDNELRALPPLRLPRLLLLDLSHNSLLALEPGILDTANVEALRLAGLGLQQLDEGLFSRLRNLHDLDVSDNQLERVPPVIRGLRGLTRLRLAGNTRIAQLRPEDLAGLAALQELDVSNLSLQALPGDLSGLFPRLRLLAAARNPF.... Result: 0 (no interaction).